Dataset: Forward reaction prediction with 1.9M reactions from USPTO patents (1976-2016). Task: Predict the product of the given reaction. (1) Given the reactants [NH2:1][C:2]1[CH:11]=[CH:10][C:9]2[C:4](=[CH:5][CH:6]=[CH:7][C:8]=2[O:12][CH2:13][C:14]2[S:15][C:16]3[CH:22]=[CH:21][CH:20]=[CH:19][C:17]=3[N:18]=2)[CH:3]=1.C(N(CC)CC)C.C(=O)=O.[S:33](O[S:33]([C:36]([F:39])([F:38])[F:37])(=[O:35])=[O:34])([C:36]([F:39])([F:38])[F:37])(=[O:35])=[O:34], predict the reaction product. The product is: [S:15]1[C:16]2[CH:22]=[CH:21][CH:20]=[CH:19][C:17]=2[N:18]=[C:14]1[CH2:13][O:12][C:8]1[CH:7]=[CH:6][CH:5]=[C:4]2[C:9]=1[CH:10]=[CH:11][C:2]([NH:1][S:33]([C:36]([F:39])([F:38])[F:37])(=[O:35])=[O:34])=[CH:3]2. (2) Given the reactants Cl[C:2]1[S:3][C:4]2[CH:10]=[C:9]([O:11][C:12]([F:15])([F:14])[F:13])[CH:8]=[CH:7][C:5]=2[N:6]=1.[NH2:16][C:17]1[CH:22]=[C:21]([Cl:23])[C:20]([OH:24])=[C:19]([Cl:25])[CH:18]=1, predict the reaction product. The product is: [Cl:23][C:21]1[CH:22]=[C:17]([NH2:16])[CH:18]=[C:19]([Cl:25])[C:20]=1[O:24][C:2]1[S:3][C:4]2[CH:10]=[C:9]([O:11][C:12]([F:15])([F:14])[F:13])[CH:8]=[CH:7][C:5]=2[N:6]=1. (3) The product is: [Cl:22][C:15]1[CH:16]=[N+:17]([O-:21])[CH:18]=[C:19]([Cl:20])[C:14]=1[NH:13][C:11](=[O:12])[C:10]1[CH:23]=[CH:24][CH:25]=[C:8]([C:6]2[C:31]3[C:30](=[CH:29][C:28]([O:27][CH3:26])=[C:36]4[O:35][C:34]([CH3:38])([CH3:37])[CH2:33][C:32]4=3)[CH2:39][C:40]([CH3:42])([CH3:41])[N:7]=2)[CH:9]=1. Given the reactants S(=O)(=O)(O)O.[C:6]([C:8]1[CH:9]=[C:10]([CH:23]=[CH:24][CH:25]=1)[C:11]([NH:13][C:14]1[C:19]([Cl:20])=[CH:18][N+:17]([O-:21])=[CH:16][C:15]=1[Cl:22])=[O:12])#[N:7].[CH3:26][O:27][C:28]1[C:36]2[O:35][C:34]([CH3:38])([CH3:37])[CH2:33][C:32]=2[CH:31]=[C:30]([CH:39](O)[CH:40]([CH3:42])[CH3:41])[CH:29]=1.C(O)(=O)C, predict the reaction product. (4) Given the reactants [CH3:1][O:2][C:3](=[O:14])[C:4](Br)([C:6]1[CH:11]=[CH:10][C:9]([Cl:12])=[CH:8][CH:7]=1)[CH3:5].[NH2:15][CH2:16][C:17]([CH3:21])([CH3:20])[CH2:18][OH:19], predict the reaction product. The product is: [Cl:12][C:9]1[CH:10]=[CH:11][C:6]([C:4]([NH:15][CH2:16][C:17]([CH3:21])([CH3:20])[CH2:18][OH:19])([CH3:5])[C:3]([O:2][CH3:1])=[O:14])=[CH:7][CH:8]=1. (5) Given the reactants [N+](C1C=[C:6]([OH:10])C=CC=1)([O-])=O.C[NH:12]C(=O)C(C)(Br)C.CN[C:21](=[O:35])[C:22]([CH3:34])([O:24][C:25]1[CH:30]=[CH:29][CH:28]=[C:27]([N+]([O-])=O)[CH:26]=1)C, predict the reaction product. The product is: [CH3:6][O:10][C:21]([C:22]1[O:24][C:25]2[CH:26]=[CH:27][C:28]([NH2:12])=[CH:29][C:30]=2[CH:34]=1)=[O:35]. (6) Given the reactants [C:1]([C:3]1[C:4]([C:17]([F:20])([F:19])[F:18])=[C:5]2[C:9](=[CH:10][CH:11]=1)[N:8]([CH2:12][C:13](=[NH:16])[NH:14][OH:15])[CH:7]=[CH:6]2)#[N:2].[Br:21][C:22]1[CH:23]=[C:24]([CH:28]=[CH:29][CH:30]=1)[C:25](O)=O, predict the reaction product. The product is: [Br:21][C:22]1[CH:23]=[C:24]([C:25]2[O:15][N:14]=[C:13]([CH2:12][N:8]3[C:9]4[C:5](=[C:4]([C:17]([F:19])([F:20])[F:18])[C:3]([C:1]#[N:2])=[CH:11][CH:10]=4)[CH:6]=[CH:7]3)[N:16]=2)[CH:28]=[CH:29][CH:30]=1. (7) Given the reactants [N:1]([C:4]1[CH:9]=[CH:8][C:7]([O:10][CH3:11])=[CH:6][CH:5]=1)=[N+:2]=[N-:3].[Cl:12][C:13]1[CH:18]=[CH:17][C:16]([CH2:19][C:20]#[N:21])=[C:15]([C:22]([F:25])([F:24])[F:23])[CH:14]=1.C[O-].[Na+], predict the reaction product. The product is: [Cl:12][C:13]1[CH:18]=[CH:17][C:16]([C:19]2[N:3]=[N:2][N:1]([C:4]3[CH:5]=[CH:6][C:7]([O:10][CH3:11])=[CH:8][CH:9]=3)[C:20]=2[NH2:21])=[C:15]([C:22]([F:23])([F:24])[F:25])[CH:14]=1. (8) Given the reactants [F:1][C:2]1[CH:3]=[C:4]([CH:24]=[C:25]([F:27])[CH:26]=1)[O:5][CH2:6][CH2:7][N:8]([CH3:23])[CH2:9][CH2:10][CH2:11][N:12]1C(=O)C2C(=CC=CC=2)C1=O.O.NN, predict the reaction product. The product is: [F:1][C:2]1[CH:3]=[C:4]([CH:24]=[C:25]([F:27])[CH:26]=1)[O:5][CH2:6][CH2:7][N:8]([CH3:23])[CH2:9][CH2:10][CH2:11][NH2:12].